From a dataset of Forward reaction prediction with 1.9M reactions from USPTO patents (1976-2016). Predict the product of the given reaction. (1) Given the reactants [F:1][C:2]1[CH:3]=[C:4]([NH:14][C:15]2[N:30]=[C:18]3[CH:19]([C:23]4[CH:28]=[CH:27][C:26]([F:29])=[CH:25][CH:24]=4)[CH2:20][CH2:21][CH2:22][N:17]3[N:16]=2)[CH:5]=[CH:6][C:7]=1[N:8]1[C:12]([CH3:13])=[N:11][CH:10]=[N:9]1.CO, predict the reaction product. The product is: [F:1][C:2]1[CH:3]=[C:4]([NH:14][C:15]2[N:30]=[C:18]3[C@@H:19]([C:23]4[CH:24]=[CH:25][C:26]([F:29])=[CH:27][CH:28]=4)[CH2:20][CH2:21][CH2:22][N:17]3[N:16]=2)[CH:5]=[CH:6][C:7]=1[N:8]1[C:12]([CH3:13])=[N:11][CH:10]=[N:9]1. (2) Given the reactants [F:1][C:2]1[CH:7]=[CH:6][C:5]([N:8]2[C:12]3[N:13]=[C:14]([S:17][CH3:18])[N:15]=[CH:16][C:11]=3[CH:10]=[C:9]2[C:19](Cl)=[O:20])=[CH:4][CH:3]=1.Cl.[CH3:23][NH:24][O:25][CH3:26].C(N(CC)CC)C, predict the reaction product. The product is: [CH3:26][O:25][N:24]([CH3:23])[C:19]([C:9]1[N:8]([C:5]2[CH:6]=[CH:7][C:2]([F:1])=[CH:3][CH:4]=2)[C:12]2[N:13]=[C:14]([S:17][CH3:18])[N:15]=[CH:16][C:11]=2[CH:10]=1)=[O:20].